This data is from Reaction yield outcomes from USPTO patents with 853,638 reactions. The task is: Predict the reaction yield, written as a fraction of the theoretical maximum amount of product (1.0 means a 100% yield; for example, 0.34 means a 34% yield). (1) The reactants are [BH4-].[Na+].[Cl:3][C:4]1[CH:5]=[CH:6][C:7]([O:12][CH2:13][O:14][CH2:15][CH2:16][O:17][CH3:18])=[C:8]([CH:11]=1)[CH:9]=[O:10]. The catalyst is CO. The product is [Cl:3][C:4]1[CH:5]=[CH:6][C:7]([O:12][CH2:13][O:14][CH2:15][CH2:16][O:17][CH3:18])=[C:8]([CH2:9][OH:10])[CH:11]=1. The yield is 0.820. (2) The reactants are [C:1]1([NH2:8])[CH:6]=[CH:5][CH:4]=[CH:3][C:2]=1[NH2:7].[SH:9][CH2:10][C:11](O)=O.[OH-].[Na+]. The catalyst is Cl. The product is [NH:7]1[C:2]2[CH:3]=[CH:4][CH:5]=[CH:6][C:1]=2[N:8]=[C:11]1[CH2:10][SH:9]. The yield is 0.930. (3) The reactants are C(N(CC)CC)C.[CH:8]1([CH2:11][C:12]([OH:14])=O)[CH2:10][CH2:9]1.S(Cl)(Cl)=O.C[C:20]1([CH3:28])[O:25][C:24](=O)[CH2:23][C:22](=O)[O:21]1.C(O)=O.[CH2:32](O)[C:33]1C=CC=[CH:35][CH:34]=1.C(=O)([O-])O.[Na+]. The catalyst is ClCCl.CN(C)C=O.N1C=CC=CC=1. The yield is 0.350. The product is [CH:8]1([CH2:11][C:12](=[O:14])[CH2:28][C:20]([O:21][CH2:22][C:23]2[CH:24]=[CH:35][CH:34]=[CH:33][CH:32]=2)=[O:25])[CH2:9][CH2:10]1. (4) The reactants are [C:1]([CH2:6][C:7]([O:9][CH3:10])=[O:8])(=[O:5])[CH:2]([CH3:4])[CH3:3].C[O-].[Na+].[Cl:14][C:15]1[CH:20]=[CH:19][CH:18]=[C:17]([Cl:21])[C:16]=1[C:22](Cl)=[N:23]O. The catalyst is C1COCC1. The product is [CH3:10][O:9][C:7]([C:6]1[C:22]([C:16]2[C:15]([Cl:14])=[CH:20][CH:19]=[CH:18][C:17]=2[Cl:21])=[N:23][O:5][C:1]=1[CH:2]([CH3:4])[CH3:3])=[O:8]. The yield is 0.560. (5) The reactants are [NH2:1][N:2]1[N:11]=[C:10]([C:12]2[S:13][CH:14]=[CH:15][CH:16]=2)[C:9]2[C:4](=[CH:5][CH:6]=[CH:7][CH:8]=2)[C:3]1=[O:17].[F:18][C:19]1[CH:20]=[C:21]([CH2:26][C:27](O)=[O:28])[CH:22]=[C:23]([F:25])[CH:24]=1.O.ON1C2C=CC=CC=2N=N1.C(Cl)CCl. The catalyst is CN(C1C=CN=CC=1)C.N1C=CC=CC=1. The product is [F:18][C:19]1[CH:20]=[C:21]([CH2:26][C:27]([NH:1][N:2]2[N:11]=[C:10]([C:12]3[S:13][CH:14]=[CH:15][CH:16]=3)[C:9]3[C:4](=[CH:5][CH:6]=[CH:7][CH:8]=3)[C:3]2=[O:17])=[O:28])[CH:22]=[C:23]([F:25])[CH:24]=1. The yield is 0.190. (6) The reactants are [OH:1][C:2]12[C:13]3[C:8](=[CH:9][CH:10]=[CH:11][C:12]=3[N+:14]([O-])=O)[C:7](=[O:17])[C:6]1([NH:18][C:19](=[O:28])[CH2:20][CH:21]1[CH:26]=[CH:25][CH:24]=[CH:23][C:22]1=O)[C:5]1[CH:29]=[CH:30][C:31]([CH:33]([CH3:35])[CH3:34])=[CH:32][C:4]=1[O:3]2.C([OH:38])C.O. The catalyst is Cl.[Fe]. The product is [NH2:14][C:12]1[CH:11]=[CH:10][CH:9]=[C:8]2[C:13]=1[C:2](=[O:1])[C:6]1([NH:18][C:19](=[O:28])[C:20](=[O:38])[C:21]3[CH:22]=[CH:23][CH:24]=[CH:25][CH:26]=3)[C:5]3[CH:29]=[CH:30][C:31]([CH:33]([CH3:34])[CH3:35])=[CH:32][C:4]=3[O:3][C:7]12[OH:17]. The yield is 0.900.